Dataset: Forward reaction prediction with 1.9M reactions from USPTO patents (1976-2016). Task: Predict the product of the given reaction. Given the reactants NN.O.[NH2:4][C:5]1[C:10]2[N:11]=[C:12]([S:27][C:28]3[C:36]([CH3:37])=[CH:35][C:31]4[O:32][CH2:33][O:34][C:30]=4[CH:29]=3)[N:13]([CH2:14][CH2:15][N:16]3C(=O)C4C(=CC=CC=4)C3=O)[C:9]=2[CH:8]=[CH:7][N:6]=1, predict the reaction product. The product is: [NH2:16][CH2:15][CH2:14][N:13]1[C:9]2[CH:8]=[CH:7][N:6]=[C:5]([NH2:4])[C:10]=2[N:11]=[C:12]1[S:27][C:28]1[C:36]([CH3:37])=[CH:35][C:31]2[O:32][CH2:33][O:34][C:30]=2[CH:29]=1.